Dataset: Catalyst prediction with 721,799 reactions and 888 catalyst types from USPTO. Task: Predict which catalyst facilitates the given reaction. Reactant: Br[C:2]1[C:9]([O:10][CH2:11][C:12]([OH:15])([CH3:14])[CH3:13])=[CH:8][CH:7]=[CH:6][C:3]=1[CH:4]=[O:5].[B:16]1([B:16]2[O:20][C:19]([CH3:22])([CH3:21])[C:18]([CH3:24])([CH3:23])[O:17]2)[O:20][C:19]([CH3:22])([CH3:21])[C:18]([CH3:24])([CH3:23])[O:17]1.CC([O-])=O.[K+].N#N. Product: [OH:15][C:12]([CH3:14])([CH3:13])[CH2:11][O:10][C:9]1[C:2]([B:16]2[O:20][C:19]([CH3:22])([CH3:21])[C:18]([CH3:24])([CH3:23])[O:17]2)=[C:3]([CH:6]=[CH:7][CH:8]=1)[CH:4]=[O:5]. The catalyst class is: 75.